This data is from Reaction yield outcomes from USPTO patents with 853,638 reactions. The task is: Predict the reaction yield, written as a fraction of the theoretical maximum amount of product (1.0 means a 100% yield; for example, 0.34 means a 34% yield). (1) The product is [F:17][C:14]([F:15])([F:16])[C:13]([C:6]1[C:7]([CH3:12])=[N:8][C:9]2[C:4]([C:5]=1[C:19]1[CH:24]=[CH:23][C:22]([S:25]([CH3:28])(=[O:27])=[O:26])=[CH:21][CH:20]=1)=[CH:3][C:2]([N:29]1[CH2:33][CH2:32][CH2:31][CH2:30]1)=[CH:11][CH:10]=2)=[O:18]. The reactants are Br[C:2]1[CH:3]=[C:4]2[C:9](=[CH:10][CH:11]=1)[N:8]=[C:7]([CH3:12])[C:6]([C:13](=[O:18])[C:14]([F:17])([F:16])[F:15])=[C:5]2[C:19]1[CH:24]=[CH:23][C:22]([S:25]([CH3:28])(=[O:27])=[O:26])=[CH:21][CH:20]=1.[NH:29]1[CH2:33][CH2:32][CH2:31][CH2:30]1. No catalyst specified. The yield is 0.510. (2) The reactants are [NH:1]1[CH:5]=[CH:4][CH:3]=[N:2]1.C(=O)([O-])[O-].[K+].[K+].[CH2:12]([O:14][CH2:15]Cl)[CH3:13]. The catalyst is CC(C)=O. The product is [CH2:12]([O:14][CH2:15][N:1]1[CH:5]=[CH:4][CH:3]=[N:2]1)[CH3:13]. The yield is 0.500.